From a dataset of Reaction yield outcomes from USPTO patents with 853,638 reactions. Predict the reaction yield, written as a fraction of the theoretical maximum amount of product (1.0 means a 100% yield; for example, 0.34 means a 34% yield). (1) The reactants are [CH3:1][N:2]([CH2:4][C:5]1[CH:10]=[CH:9][C:8]([CH:11]2[CH:20]([C:21]3[CH:26]=[CH:25][C:24]([C:27]([F:30])([F:29])[F:28])=[CH:23][CH:22]=3)[C:19](=O)[C:18]3[C:17]([C:32]([O:34]CC)=O)=[CH:16][CH:15]=[CH:14][C:13]=3[NH:12]2)=[CH:7][CH:6]=1)[CH3:3].O.[NH2:38][NH2:39]. The catalyst is CO. The product is [CH3:1][N:2]([CH2:4][C:5]1[CH:10]=[CH:9][C:8]([CH:11]2[NH:12][C:13]3[C:18]4[C:19](=[N:38][NH:39][C:32](=[O:34])[C:17]=4[CH:16]=[CH:15][CH:14]=3)[CH:20]2[C:21]2[CH:22]=[CH:23][C:24]([C:27]([F:28])([F:29])[F:30])=[CH:25][CH:26]=2)=[CH:7][CH:6]=1)[CH3:3]. The yield is 0.345. (2) The reactants are [NH:1]1[CH:5]=[CH:4][N:3]=[CH:2]1.C(N(CC)CC)C.[Br:13][C:14]1[CH:15]=[C:16]([CH:20]=[CH:21][CH:22]=1)[C:17](Cl)=[O:18].[OH-].[Na+]. The catalyst is N1C=CC=CC=1.O. The product is [Br:13][C:14]1[CH:15]=[C:16]([CH:20]=[CH:21][CH:22]=1)[C:17]([C:2]1[NH:1][CH:5]=[CH:4][N:3]=1)=[O:18]. The yield is 0.500. (3) The reactants are [F:1][C:2]1[CH:7]=[CH:6][C:5]([CH:8]([C:10]2[CH:15]=[C:14]([O:16][C:17]([F:22])([F:21])[CH:18]([F:20])[F:19])[CH:13]=[C:12]([F:23])[CH:11]=2)[OH:9])=[CH:4][C:3]=1[O:24][CH3:25]. The catalyst is C(Cl)Cl.[O-2].[O-2].[Mn+4]. The product is [F:1][C:2]1[CH:7]=[CH:6][C:5]([C:8]([C:10]2[CH:15]=[C:14]([O:16][C:17]([F:21])([F:22])[CH:18]([F:20])[F:19])[CH:13]=[C:12]([F:23])[CH:11]=2)=[O:9])=[CH:4][C:3]=1[O:24][CH3:25]. The yield is 0.980. (4) The reactants are [OH:1][C:2]1[CH:12]=[CH:11][CH:10]=[C:4]2[C:5]([O:7][C:8](=[O:9])[C:3]=12)=O.[CH3:13][O:14][C:15]1[CH:22]=[CH:21][C:18]([CH2:19][NH2:20])=[CH:17][CH:16]=1.C(O)(=O)C. The catalyst is O. The product is [OH:1][C:2]1[CH:12]=[CH:11][CH:10]=[C:4]2[C:3]=1[C:8](=[O:9])[N:20]([CH2:19][C:18]1[CH:21]=[CH:22][C:15]([O:14][CH3:13])=[CH:16][CH:17]=1)[C:5]2=[O:7]. The yield is 0.810. (5) The reactants are [F:1][C:2]1[CH:3]=[C:4]([NH:10][C:11]2[C:16]([C:17]3[N:22]=[C:21]([CH3:23])[N:20]=[C:19]([N:24](CC4C=CC(OC)=CC=4)CC4C=CC(OC)=CC=4)[CH:18]=3)=[CH:15][C:14]([C@H:43]([N:45]3[CH2:50][CH2:49][N:48]([S:51]([CH3:54])(=[O:53])=[O:52])[CH2:47][CH2:46]3)[CH3:44])=[CH:13][N:12]=2)[CH:5]=[N:6][C:7]=1[O:8][CH3:9]. The catalyst is C(O)(C(F)(F)F)=O.OS(C(F)(F)F)(=O)=O. The product is [F:1][C:2]1[CH:3]=[C:4]([NH:10][C:11]2[C:16]([C:17]3[N:22]=[C:21]([CH3:23])[N:20]=[C:19]([NH2:24])[CH:18]=3)=[CH:15][C:14]([C@H:43]([N:45]3[CH2:46][CH2:47][N:48]([S:51]([CH3:54])(=[O:53])=[O:52])[CH2:49][CH2:50]3)[CH3:44])=[CH:13][N:12]=2)[CH:5]=[N:6][C:7]=1[O:8][CH3:9]. The yield is 0.810. (6) The reactants are [Br:1][C:2]1[CH:3]=[C:4]2[C:8](=[CH:9][CH:10]=1)[N:7]([CH2:11][CH:12]1[CH2:17][CH2:16][N:15](C(OC(C)(C)C)=O)[CH2:14][CH2:13]1)[CH:6]=[CH:5]2.Cl.CO. The catalyst is O1CCOCC1.ClCCl. The product is [Br:1][C:2]1[CH:3]=[C:4]2[C:8](=[CH:9][CH:10]=1)[N:7]([CH2:11][CH:12]1[CH2:13][CH2:14][NH:15][CH2:16][CH2:17]1)[CH:6]=[CH:5]2. The yield is 0.850. (7) The reactants are [CH3:1][C:2]1[N:3]([CH2:20][C:21]2[C:30]3[C:25](=[CH:26][CH:27]=[CH:28][CH:29]=3)[CH:24]=[CH:23][CH:22]=2)[C:4]2[CH:10]=[C:9]([N:11]3[CH2:16][CH2:15][O:14][CH2:13][CH2:12]3)[CH:8]=[C:7]([N+:17]([O-])=O)[C:5]=2[N:6]=1. The catalyst is C(O)C.O.[Fe]. The product is [CH3:1][C:2]1[N:3]([CH2:20][C:21]2[C:30]3[C:25](=[CH:26][CH:27]=[CH:28][CH:29]=3)[CH:24]=[CH:23][CH:22]=2)[C:4]2[CH:10]=[C:9]([N:11]3[CH2:16][CH2:15][O:14][CH2:13][CH2:12]3)[CH:8]=[C:7]([NH2:17])[C:5]=2[N:6]=1. The yield is 0.970.